From a dataset of Merck oncology drug combination screen with 23,052 pairs across 39 cell lines. Regression. Given two drug SMILES strings and cell line genomic features, predict the synergy score measuring deviation from expected non-interaction effect. (1) Drug 1: CN1C(=O)C=CC2(C)C3CCC4(C)C(NC(=O)OCC(F)(F)F)CCC4C3CCC12. Drug 2: CCC1(O)CC2CN(CCc3c([nH]c4ccccc34)C(C(=O)OC)(c3cc4c(cc3OC)N(C)C3C(O)(C(=O)OC)C(OC(C)=O)C5(CC)C=CCN6CCC43C65)C2)C1. Cell line: PA1. Synergy scores: synergy=-15.3. (2) Drug 1: CN(Cc1cnc2nc(N)nc(N)c2n1)c1ccc(C(=O)NC(CCC(=O)O)C(=O)O)cc1. Drug 2: NC(=O)c1cccc2cn(-c3ccc(C4CCCNC4)cc3)nc12. Cell line: NCIH1650. Synergy scores: synergy=-1.34. (3) Drug 1: CC(=O)OC1C(=O)C2(C)C(O)CC3OCC3(OC(C)=O)C2C(OC(=O)c2ccccc2)C2(O)CC(OC(=O)C(O)C(NC(=O)c3ccccc3)c3ccccc3)C(C)=C1C2(C)C. Drug 2: Cn1cc(-c2cnn3c(N)c(Br)c(C4CCCNC4)nc23)cn1. Cell line: NCIH1650. Synergy scores: synergy=4.17. (4) Drug 2: Cc1nc(Nc2ncc(C(=O)Nc3c(C)cccc3Cl)s2)cc(N2CCN(CCO)CC2)n1. Synergy scores: synergy=18.4. Cell line: NCIH1650. Drug 1: CC1CC2C3CCC4=CC(=O)C=CC4(C)C3(F)C(O)CC2(C)C1(O)C(=O)CO. (5) Drug 1: Cn1c(=O)n(-c2ccc(C(C)(C)C#N)cc2)c2c3cc(-c4cnc5ccccc5c4)ccc3ncc21. Drug 2: CCc1c2c(nc3ccc(O)cc13)-c1cc3c(c(=O)n1C2)COC(=O)C3(O)CC. Cell line: A2058. Synergy scores: synergy=1.93. (6) Drug 1: C=CCn1c(=O)c2cnc(Nc3ccc(N4CCN(C)CC4)cc3)nc2n1-c1cccc(C(C)(C)O)n1. Drug 2: NC(=O)c1cccc2cn(-c3ccc(C4CCCNC4)cc3)nc12. Cell line: OV90. Synergy scores: synergy=-1.46. (7) Drug 1: NC1(c2ccc(-c3nc4ccn5c(=O)[nH]nc5c4cc3-c3ccccc3)cc2)CCC1. Drug 2: CC(C)CC(NC(=O)C(Cc1ccccc1)NC(=O)c1cnccn1)B(O)O. Cell line: NCIH520. Synergy scores: synergy=-32.6. (8) Drug 1: CCc1c2c(nc3ccc(O)cc13)-c1cc3c(c(=O)n1C2)COC(=O)C3(O)CC. Drug 2: CNC(=O)c1cc(Oc2ccc(NC(=O)Nc3ccc(Cl)c(C(F)(F)F)c3)cc2)ccn1. Cell line: SKMES1. Synergy scores: synergy=19.0. (9) Drug 1: COc1cccc2c1C(=O)c1c(O)c3c(c(O)c1C2=O)CC(O)(C(=O)CO)CC3OC1CC(N)C(O)C(C)O1. Drug 2: CC(C)CC(NC(=O)C(Cc1ccccc1)NC(=O)c1cnccn1)B(O)O. Cell line: SKOV3. Synergy scores: synergy=-20.0.